Dataset: Forward reaction prediction with 1.9M reactions from USPTO patents (1976-2016). Task: Predict the product of the given reaction. Given the reactants Br[C:2]([CH3:16])=[C:3]([C:10]1[CH:15]=[CH:14][CH:13]=[CH:12][CH:11]=1)[C:4]1[CH:9]=[CH:8][CH:7]=[CH:6][CH:5]=1.C1COCC1.C([Li])CCC.Cl[P:28]([C:35]1[CH:40]=[CH:39][CH:38]=[CH:37][CH:36]=1)[C:29]1[CH:34]=[CH:33][CH:32]=[CH:31][CH:30]=1, predict the reaction product. The product is: [C:4]1([C:3]([C:10]2[CH:15]=[CH:14][CH:13]=[CH:12][CH:11]=2)=[C:2]([P:28]([C:35]2[CH:36]=[CH:37][CH:38]=[CH:39][CH:40]=2)[C:29]2[CH:34]=[CH:33][CH:32]=[CH:31][CH:30]=2)[CH3:16])[CH:9]=[CH:8][CH:7]=[CH:6][CH:5]=1.